From a dataset of NCI-60 drug combinations with 297,098 pairs across 59 cell lines. Regression. Given two drug SMILES strings and cell line genomic features, predict the synergy score measuring deviation from expected non-interaction effect. (1) Drug 1: C1=C(C(=O)NC(=O)N1)N(CCCl)CCCl. Drug 2: C1CC(=O)NC(=O)C1N2C(=O)C3=CC=CC=C3C2=O. Cell line: SF-539. Synergy scores: CSS=39.1, Synergy_ZIP=2.18, Synergy_Bliss=1.64, Synergy_Loewe=-6.71, Synergy_HSA=-2.00. (2) Drug 1: CCN(CC)CCNC(=O)C1=C(NC(=C1C)C=C2C3=C(C=CC(=C3)F)NC2=O)C. Drug 2: C1=NC2=C(N1)C(=S)N=CN2. Cell line: HCT-15. Synergy scores: CSS=16.4, Synergy_ZIP=-3.36, Synergy_Bliss=7.11, Synergy_Loewe=-11.4, Synergy_HSA=-0.521. (3) Drug 1: C1=CC=C(C(=C1)C(C2=CC=C(C=C2)Cl)C(Cl)Cl)Cl. Drug 2: CC(C)CN1C=NC2=C1C3=CC=CC=C3N=C2N. Cell line: MDA-MB-231. Synergy scores: CSS=1.34, Synergy_ZIP=-0.989, Synergy_Bliss=-2.15, Synergy_Loewe=-2.58, Synergy_HSA=-2.37. (4) Drug 1: CCC1(CC2CC(C3=C(CCN(C2)C1)C4=CC=CC=C4N3)(C5=C(C=C6C(=C5)C78CCN9C7C(C=CC9)(C(C(C8N6C=O)(C(=O)OC)O)OC(=O)C)CC)OC)C(=O)OC)O.OS(=O)(=O)O. Drug 2: C(CN)CNCCSP(=O)(O)O. Cell line: SR. Synergy scores: CSS=7.13, Synergy_ZIP=1.02, Synergy_Bliss=3.73, Synergy_Loewe=-54.5, Synergy_HSA=-0.954. (5) Drug 1: CC12CCC(CC1=CCC3C2CCC4(C3CC=C4C5=CN=CC=C5)C)O. Drug 2: C(CCl)NC(=O)N(CCCl)N=O. Cell line: HCT-15. Synergy scores: CSS=6.52, Synergy_ZIP=-0.288, Synergy_Bliss=1.68, Synergy_Loewe=-1.11, Synergy_HSA=-0.171.